From a dataset of Forward reaction prediction with 1.9M reactions from USPTO patents (1976-2016). Predict the product of the given reaction. (1) Given the reactants [F:1][C:2]([F:9])([F:8])[C:3](=O)[CH2:4][C:5]#[N:6].[CH3:10][O:11][C:12]1[CH:17]=[CH:16][C:15]([NH:18][NH2:19])=[CH:14][CH:13]=1.Cl, predict the reaction product. The product is: [CH3:10][O:11][C:12]1[CH:17]=[CH:16][C:15]([N:18]2[C:5]([NH2:6])=[CH:4][C:3]([C:2]([F:9])([F:8])[F:1])=[N:19]2)=[CH:14][CH:13]=1. (2) The product is: [CH3:28][O:27][C:24]1[CH:25]=[CH:26][C:21]2[CH2:20][O:19][C:18](=[O:29])[N:17]([CH2:16][CH2:15][N:12]3[CH2:11][CH2:10][CH:9]([NH:8][CH2:50][C:48]4[CH:47]=[CH:46][C:43]5[O:44][CH2:45][C:40](=[O:39])[NH:41][C:42]=5[N:49]=4)[CH2:14][CH2:13]3)[C:22]=2[CH:23]=1. Given the reactants FC(F)(F)C(O)=O.[NH2:8][CH:9]1[CH2:14][CH2:13][N:12]([CH2:15][CH2:16][N:17]2[C:22]3[CH:23]=[C:24]([O:27][CH3:28])[CH:25]=[CH:26][C:21]=3[CH2:20][O:19][C:18]2=[O:29])[CH2:11][CH2:10]1.C(N(CC)C(C)C)(C)C.[O:39]=[C:40]1[CH2:45][O:44][C:43]2[CH:46]=[CH:47][C:48]([CH:50]=O)=[N:49][C:42]=2[NH:41]1.C([BH3-])#N.[Na+], predict the reaction product.